This data is from Forward reaction prediction with 1.9M reactions from USPTO patents (1976-2016). The task is: Predict the product of the given reaction. (1) Given the reactants [Cl:1][C:2]1[CH:3]=[C:4]2[C:9](=[CH:10][C:11]=1[O:12][CH2:13][CH2:14][O:15][CH3:16])[N:8]=[CH:7][C:6]([C:17]([O:19][CH2:20][CH3:21])=[O:18])=[C:5]2O.S(Cl)([Cl:25])=O.C([O-])(O)=O.[Na+], predict the reaction product. The product is: [Cl:25][C:5]1[C:4]2[C:9](=[CH:10][C:11]([O:12][CH2:13][CH2:14][O:15][CH3:16])=[C:2]([Cl:1])[CH:3]=2)[N:8]=[CH:7][C:6]=1[C:17]([O:19][CH2:20][CH3:21])=[O:18]. (2) Given the reactants [O:1]=[S:2]1(=[O:17])[CH2:6][CH2:5][CH2:4][N:3]1[C:7]1[CH:15]=[CH:14][C:10]([C:11]([OH:13])=O)=[CH:9][C:8]=1[F:16].[CH3:18][C:19]1[CH:24]=[C:23]([CH3:25])[CH:22]=[CH:21][C:20]=1[N:26]1[CH2:31][CH2:30][NH:29][CH2:28][CH2:27]1, predict the reaction product. The product is: [CH3:18][C:19]1[CH:24]=[C:23]([CH3:25])[CH:22]=[CH:21][C:20]=1[N:26]1[CH2:27][CH2:28][N:29]([C:11]([C:10]2[CH:14]=[CH:15][C:7]([N:3]3[CH2:4][CH2:5][CH2:6][S:2]3(=[O:1])=[O:17])=[C:8]([F:16])[CH:9]=2)=[O:13])[CH2:30][CH2:31]1.